Dataset: Full USPTO retrosynthesis dataset with 1.9M reactions from patents (1976-2016). Task: Predict the reactants needed to synthesize the given product. (1) The reactants are: C1C2NC3C(=CC=CC=3)C=2C=C(C=O)C=1.BrCCC.[CH2:20]([N:23]1[C:35]2[CH:34]=[CH:33][C:32]([CH:36]=O)=[CH:31][C:30]=2[C:29]2[C:24]1=[CH:25][CH:26]=[CH:27][CH:28]=2)[CH2:21][CH3:22].[NH2:38][C:39]1[CH:40]=[C:41]([CH:47]=[CH:48][C:49]=1[NH:50][CH2:51][CH2:52][O:53][CH3:54])[C:42]([O:44]CC)=[O:43]. Given the product [CH3:54][O:53][CH2:52][CH2:51][N:50]1[C:49]2[CH:48]=[CH:47][C:41]([C:42]([OH:44])=[O:43])=[CH:40][C:39]=2[N:38]=[C:36]1[C:32]1[CH:33]=[CH:34][C:35]2[N:23]([CH2:20][CH2:21][CH3:22])[C:24]3[C:29]([C:30]=2[CH:31]=1)=[CH:28][CH:27]=[CH:26][CH:25]=3, predict the reactants needed to synthesize it. (2) The reactants are: [Cl:1][C:2]1[CH:3]=[C:4]2[CH:10]=[C:9]([CH2:11][OH:12])[NH:8][C:5]2=[CH:6][N:7]=1. Given the product [Cl:1][C:2]1[CH:3]=[C:4]2[CH:10]=[C:9]([CH:11]=[O:12])[NH:8][C:5]2=[CH:6][N:7]=1, predict the reactants needed to synthesize it. (3) The reactants are: C(O[CH2:7][CH2:8][S:9]([C:12]1[CH:17]=[CH:16][C:15](Br)=[CH:14][CH:13]=1)(=[O:11])=[O:10])(=O)C(C)C.[CH3:19][C@@H:20]1[CH2:24][CH2:23][CH2:22][N:21]1[CH2:25][CH2:26][C:27]1[CH:32]=[CH:31][C:30](B(O)O)=[CH:29][CH:28]=1.C(=O)([O-])[O-].[Na+].[Na+].C(O)C. Given the product [CH:8]([S:9]([C:12]1[CH:13]=[CH:14][C:15]([C:30]2[CH:29]=[CH:28][C:27]([CH2:26][CH2:25][N:21]3[CH2:22][CH2:23][CH2:24][C@H:20]3[CH3:19])=[CH:32][CH:31]=2)=[CH:16][CH:17]=1)(=[O:10])=[O:11])=[CH2:7], predict the reactants needed to synthesize it.